Task: Predict the reactants needed to synthesize the given product.. Dataset: Full USPTO retrosynthesis dataset with 1.9M reactions from patents (1976-2016) (1) Given the product [CH3:18][N:19]([CH3:20])[CH2:17][C@H:15]([OH:16])[CH2:14][O:13][C:2]([CH3:12])([CH3:1])[CH2:3][N:4]1[CH:8]=[CH:7][C:6]([N+:9]([O-:11])=[O:10])=[N:5]1, predict the reactants needed to synthesize it. The reactants are: [CH3:1][C:2]([O:13][CH2:14][C@@H:15]1[CH2:17][O:16]1)([CH3:12])[CH2:3][N:4]1[CH:8]=[CH:7][C:6]([N+:9]([O-:11])=[O:10])=[N:5]1.[CH3:18][NH:19][CH3:20]. (2) The reactants are: C(OC(=O)[NH:7][C@@H:8]1[CH2:13][CH2:12][CH2:11][CH2:10][C@H:9]1[NH:14][C:15]([C:17]1[C:18]2[CH2:19][C@H:20]3[CH2:33][C@H:21]3[C:22]=2[N:23]([C:25]2[CH:30]=[CH:29][C:28]([F:31])=[CH:27][C:26]=2[F:32])[N:24]=1)=[O:16])(C)(C)C.C(O)(C(F)(F)F)=O.C(Cl)Cl. Given the product [NH2:7][C@@H:8]1[CH2:13][CH2:12][CH2:11][CH2:10][C@H:9]1[NH:14][C:15]([C:17]1[C:18]2[CH2:19][C@H:20]3[CH2:33][C@H:21]3[C:22]=2[N:23]([C:25]2[CH:30]=[CH:29][C:28]([F:31])=[CH:27][C:26]=2[F:32])[N:24]=1)=[O:16], predict the reactants needed to synthesize it. (3) Given the product [ClH:29].[ClH:29].[CH3:28][O:27][CH2:26][C:23]1[CH:24]=[CH:25][C:20]([C:19]2[C:14]([N:11]3[CH2:12][CH2:13][NH:8][CH2:9][CH2:10]3)=[N:15][CH:16]=[CH:17][N:18]=2)=[CH:21][CH:22]=1, predict the reactants needed to synthesize it. The reactants are: C(OC([N:8]1[CH2:13][CH2:12][N:11]([C:14]2[C:19]([C:20]3[CH:25]=[CH:24][C:23]([CH2:26][O:27][CH3:28])=[CH:22][CH:21]=3)=[N:18][CH:17]=[CH:16][N:15]=2)[CH2:10][CH2:9]1)=O)(C)(C)C.[ClH:29].